From a dataset of NCI-60 drug combinations with 297,098 pairs across 59 cell lines. Regression. Given two drug SMILES strings and cell line genomic features, predict the synergy score measuring deviation from expected non-interaction effect. (1) Drug 1: C1=NC2=C(N1)C(=S)N=CN2. Drug 2: CCN(CC)CCCC(C)NC1=C2C=C(C=CC2=NC3=C1C=CC(=C3)Cl)OC. Cell line: IGROV1. Synergy scores: CSS=4.21, Synergy_ZIP=0.165, Synergy_Bliss=1.67, Synergy_Loewe=-1.22, Synergy_HSA=-0.389. (2) Drug 1: CC(C1=C(C=CC(=C1Cl)F)Cl)OC2=C(N=CC(=C2)C3=CN(N=C3)C4CCNCC4)N. Drug 2: CN1C2=C(C=C(C=C2)N(CCCl)CCCl)N=C1CCCC(=O)O.Cl. Cell line: NCI-H460. Synergy scores: CSS=3.92, Synergy_ZIP=2.81, Synergy_Bliss=7.18, Synergy_Loewe=1.00, Synergy_HSA=6.73. (3) Drug 1: C1CNP(=O)(OC1)N(CCCl)CCCl. Drug 2: CCC1(C2=C(COC1=O)C(=O)N3CC4=CC5=C(C=CC(=C5CN(C)C)O)N=C4C3=C2)O.Cl. Cell line: UACC-257. Synergy scores: CSS=-3.61, Synergy_ZIP=-3.69, Synergy_Bliss=-12.0, Synergy_Loewe=-19.8, Synergy_HSA=-11.8. (4) Drug 1: CCCS(=O)(=O)NC1=C(C(=C(C=C1)F)C(=O)C2=CNC3=C2C=C(C=N3)C4=CC=C(C=C4)Cl)F. Drug 2: C1CN(CCN1C(=O)CCBr)C(=O)CCBr. Cell line: HCC-2998. Synergy scores: CSS=1.87, Synergy_ZIP=3.80, Synergy_Bliss=-4.57, Synergy_Loewe=-19.5, Synergy_HSA=-15.2. (5) Drug 1: COC1=NC(=NC2=C1N=CN2C3C(C(C(O3)CO)O)O)N. Drug 2: CC1=C(C(=O)C2=C(C1=O)N3CC4C(C3(C2COC(=O)N)OC)N4)N. Cell line: NCI-H322M. Synergy scores: CSS=-5.77, Synergy_ZIP=5.47, Synergy_Bliss=4.12, Synergy_Loewe=-84.7, Synergy_HSA=-5.12. (6) Drug 1: CC1C(C(CC(O1)OC2CC(CC3=C2C(=C4C(=C3O)C(=O)C5=C(C4=O)C(=CC=C5)OC)O)(C(=O)CO)O)N)O.Cl. Drug 2: CCC1(CC2CC(C3=C(CCN(C2)C1)C4=CC=CC=C4N3)(C5=C(C=C6C(=C5)C78CCN9C7C(C=CC9)(C(C(C8N6C)(C(=O)OC)O)OC(=O)C)CC)OC)C(=O)OC)O.OS(=O)(=O)O. Cell line: HL-60(TB). Synergy scores: CSS=73.1, Synergy_ZIP=-2.01, Synergy_Bliss=-4.04, Synergy_Loewe=-9.09, Synergy_HSA=-5.02.